This data is from Forward reaction prediction with 1.9M reactions from USPTO patents (1976-2016). The task is: Predict the product of the given reaction. (1) Given the reactants [CH2:1]([NH:8][C:9]1[C:18]2[CH:17]=[N:16][CH:15]=[N:14][C:13]=2[N:12]([O:19][CH2:20][C:21]2[CH:26]=[CH:25][CH:24]=[CH:23][CH:22]=2)[C:11](=[O:27])[C:10]=1I)[C:2]1[CH:7]=[CH:6][CH:5]=[CH:4][CH:3]=1.[C:29]1(B(O)O)[CH:34]=[CH:33][CH:32]=[CH:31][CH:30]=1.C(=O)([O-])[O-].[Na+].[Na+].C(OCC)(=O)C, predict the reaction product. The product is: [CH2:1]([NH:8][C:9]1[C:18]2[CH:17]=[N:16][CH:15]=[N:14][C:13]=2[N:12]([O:19][CH2:20][C:21]2[CH:26]=[CH:25][CH:24]=[CH:23][CH:22]=2)[C:11](=[O:27])[C:10]=1[C:29]1[CH:34]=[CH:33][CH:32]=[CH:31][CH:30]=1)[C:2]1[CH:7]=[CH:6][CH:5]=[CH:4][CH:3]=1. (2) Given the reactants Cl[CH2:2][C:3]1[N:7]([CH2:8][C:9]([F:12])([F:11])[F:10])[N:6]=[C:5]([C:13]2[CH:18]=[CH:17][C:16]([O:19][C:20]([F:23])([F:22])[F:21])=[CH:15][CH:14]=2)[CH:4]=1.[C:24](#[N:26])C, predict the reaction product. The product is: [F:10][C:9]([F:12])([F:11])[CH2:8][N:7]1[C:3]([CH2:2][C:24]#[N:26])=[CH:4][C:5]([C:13]2[CH:18]=[CH:17][C:16]([O:19][C:20]([F:23])([F:22])[F:21])=[CH:15][CH:14]=2)=[N:6]1. (3) The product is: [CH:1]1([CH2:4][O:5][C:12]2[N:17]=[C:16]([CH2:18][O:19][CH:20]3[CH2:25][CH2:24][CH2:23][CH2:22][O:21]3)[CH:15]=[CH:14][N:13]=2)[CH2:3][CH2:2]1. Given the reactants [CH:1]1([CH2:4][OH:5])[CH2:3][CH2:2]1.[H-].[Na+].CS([C:12]1[N:17]=[C:16]([CH2:18][O:19][CH:20]2[CH2:25][CH2:24][CH2:23][CH2:22][O:21]2)[CH:15]=[CH:14][N:13]=1)(=O)=O, predict the reaction product. (4) Given the reactants C([O:3][C:4](=O)[C:5]1[CH:10]=[CH:9][C:8]([O:11][C:12]2[CH:17]=[CH:16][C:15]([O:18][C:19]([F:22])([F:21])[F:20])=[CH:14][CH:13]=2)=[N:7][CH:6]=1)C.C1(C)C=CC=CC=1.[H-].C([Al+]CC(C)C)C(C)C.[OH-].[Na+], predict the reaction product. The product is: [F:22][C:19]([F:20])([F:21])[O:18][C:15]1[CH:16]=[CH:17][C:12]([O:11][C:8]2[N:7]=[CH:6][C:5]([CH2:4][OH:3])=[CH:10][CH:9]=2)=[CH:13][CH:14]=1. (5) Given the reactants [H-].[Na+].[CH:3]([OH:7])(O)[CH2:4][CH3:5].Cl[Si:9]([CH:16]([CH3:18])[CH3:17])([CH:13]([CH3:15])[CH3:14])[CH:10]([CH3:12])[CH3:11].[O:19]1CCCC1, predict the reaction product. The product is: [CH:10]([Si:9]([CH:16]([CH3:18])[CH3:17])([CH:13]([CH3:15])[CH3:14])[O:19][CH2:5][CH2:4][CH2:3][OH:7])([CH3:12])[CH3:11]. (6) Given the reactants [CH3:1][CH:2]([NH:4][C:5]([CH:7]=[CH2:8])=[O:6])[CH3:3].[C:9]([O:13][CH2:14][CH2:15][C:16]1[CH:21]=[CH:20][CH:19]=[CH:18][CH:17]=1)(=[O:12])[CH:10]=[CH2:11].N(C(C)(CC)C#N)=NC(C)(CC)C#N, predict the reaction product. The product is: [CH3:1][CH:2]([NH:4][C:5]([CH:7]=[CH2:8])=[O:6])[CH3:3].[C:9]([O:13][CH2:14][CH2:15][C:16]1[CH:17]=[CH:18][CH:19]=[CH:20][CH:21]=1)(=[O:12])[CH:10]=[CH2:11]. (7) Given the reactants Cl[C:2]1[N:7]=[CH:6][N:5]=[C:4]([N:8]2[CH2:13][CH2:12][N:11]([C:14]([O:16][C:17]([CH3:20])([CH3:19])[CH3:18])=[O:15])[CH2:10][CH2:9]2)[CH:3]=1.[F:21][C:22]1[CH:27]=[C:26]([F:28])[CH:25]=[CH:24][C:23]=1B(O)O.C(=O)([O-])[O-].[Na+].[Na+].C1(C)C=CC=CC=1, predict the reaction product. The product is: [F:21][C:22]1[CH:27]=[C:26]([F:28])[CH:25]=[CH:24][C:23]=1[C:2]1[N:7]=[CH:6][N:5]=[C:4]([N:8]2[CH2:13][CH2:12][N:11]([C:14]([O:16][C:17]([CH3:20])([CH3:19])[CH3:18])=[O:15])[CH2:10][CH2:9]2)[CH:3]=1. (8) The product is: [F:10][C:8]1[CH:7]=[C:6]([CH3:11])[C:5]([I:12])=[C:4]([CH2:3][OH:2])[CH:9]=1. Given the reactants C[O:2][C:3](=O)[C:4]1[CH:9]=[C:8]([F:10])[CH:7]=[C:6]([CH3:11])[C:5]=1[I:12].[H-].C([Al+]CC(C)C)C(C)C.CO.O.O.O.O.C(C(C(C([O-])=O)O)O)([O-])=O.[Na+].[K+], predict the reaction product. (9) Given the reactants Cl.[Cl:2][C:3]1[CH:8]=[CH:7][C:6]([C:9]([CH:11]2[CH2:16][CH2:15][NH:14][CH2:13][CH2:12]2)=[O:10])=[CH:5][CH:4]=1.C(N(CC)CC)C.[C:24](O[C:24]([O:26][C:27]([CH3:30])([CH3:29])[CH3:28])=[O:25])([O:26][C:27]([CH3:30])([CH3:29])[CH3:28])=[O:25], predict the reaction product. The product is: [C:27]([O:26][C:24]([N:14]1[CH2:15][CH2:16][CH:11]([C:9](=[O:10])[C:6]2[CH:7]=[CH:8][C:3]([Cl:2])=[CH:4][CH:5]=2)[CH2:12][CH2:13]1)=[O:25])([CH3:30])([CH3:29])[CH3:28].